From a dataset of Forward reaction prediction with 1.9M reactions from USPTO patents (1976-2016). Predict the product of the given reaction. (1) Given the reactants [CH3:1][NH:2][C@@H:3]1[CH2:7][CH2:6][N:5]([C:8]2[C:9]3[CH:16]=[CH:15][NH:14][C:10]=3[N:11]=[CH:12][N:13]=2)[CH2:4]1.[C:17]([C:19]1[CH:24]=[CH:23][C:22]([S:25](Cl)(=[O:27])=[O:26])=[CH:21][CH:20]=1)#[N:18].CCN(C(C)C)C(C)C, predict the reaction product. The product is: [N:11]1[C:10]2[NH:14][CH:15]=[CH:16][C:9]=2[C:8]([N:5]2[CH2:6][CH2:7][C@@H:3]([N:2]([CH3:1])[S:25]([C:22]3[CH:21]=[CH:20][C:19]([C:17]#[N:18])=[CH:24][CH:23]=3)(=[O:27])=[O:26])[CH2:4]2)=[N:13][CH:12]=1. (2) Given the reactants [F:1][C:2]1[CH:7]=[C:6]([N+:8]([O-:10])=[O:9])[CH:5]=[CH:4][C:3]=1[OH:11].[C:25]1(P([C:25]2[CH:30]=[CH:29][CH:28]=[CH:27][CH:26]=2)[C:25]2[CH:30]=[CH:29][CH:28]=[CH:27][CH:26]=2)[CH:30]=[CH:29][CH:28]=[CH:27][CH:26]=1.C[C:43]([O:42][C:40](/[N:39]=[N:39]/[C:40]([O:42][C:43](C)(C)C)=[O:41])=[O:41])(C)C, predict the reaction product. The product is: [F:1][C:2]1[CH:7]=[C:6]([N+:8]([O-:10])=[O:9])[CH:5]=[CH:4][C:3]=1[O:11][CH:2]1[CH2:7][CH2:6][N:39]([C:40]([O:42][CH2:43][C:25]2[CH:26]=[CH:27][CH:28]=[CH:29][CH:30]=2)=[O:41])[CH2:4][CH2:3]1.